Dataset: Full USPTO retrosynthesis dataset with 1.9M reactions from patents (1976-2016). Task: Predict the reactants needed to synthesize the given product. (1) Given the product [C:1]([C:4]1[C:9]2[N:10]=[C:11]([C:13]3[CH:18]=[CH:17][C:16]([OH:19])=[CH:15][CH:14]=3)[S:12][C:8]=2[CH:7]=[C:6]([OH:21])[CH:5]=1)([OH:3])=[O:2], predict the reactants needed to synthesize it. The reactants are: [C:1]([C:4]1[C:9]2[N:10]=[C:11]([C:13]3[CH:18]=[CH:17][C:16]([O:19]C)=[CH:15][CH:14]=3)[S:12][C:8]=2[CH:7]=[C:6]([O:21]C)[CH:5]=1)([OH:3])=[O:2].B(Br)(Br)Br. (2) Given the product [F:11][C:12]1[CH:18]=[C:17]([O:19][C:2]2[CH:7]=[CH:6][N:5]=[C:4]3[NH:8][CH:9]=[CH:10][C:3]=23)[CH:16]=[CH:15][C:13]=1[NH2:14], predict the reactants needed to synthesize it. The reactants are: Cl[C:2]1[CH:7]=[CH:6][N:5]=[C:4]2[NH:8][CH:9]=[CH:10][C:3]=12.[F:11][C:12]1[CH:18]=[C:17]([OH:19])[CH:16]=[CH:15][C:13]=1[NH2:14].[OH-].[K+].